From a dataset of Reaction yield outcomes from USPTO patents with 853,638 reactions. Predict the reaction yield, written as a fraction of the theoretical maximum amount of product (1.0 means a 100% yield; for example, 0.34 means a 34% yield). (1) The reactants are [Cl:1][C:2]1[CH:10]=[CH:9][CH:8]=[C:7]2[C:3]=1[C:4]([C:15]([OH:17])=O)=[CH:5][N:6]2[CH:11]1[CH2:14][O:13][CH2:12]1.[CH:18]1([CH2:24][NH2:25])[CH2:23][CH2:22][CH2:21][CH2:20][CH2:19]1.C(Cl)CCl.N1(O)C2C=CC=CC=2N=N1.C(N(C(C)C)C(C)C)C. The catalyst is C(Cl)Cl. The product is [Cl:1][C:2]1[CH:10]=[CH:9][CH:8]=[C:7]2[C:3]=1[C:4]([C:15]([NH:25][CH2:24][CH:18]1[CH2:23][CH2:22][CH2:21][CH2:20][CH2:19]1)=[O:17])=[CH:5][N:6]2[CH:11]1[CH2:12][O:13][CH2:14]1. The yield is 0.780. (2) The yield is 0.880. The product is [Cl:8][C:4]1[CH:5]=[CH:6][CH:7]=[C:2]([Cl:1])[C:3]=1[O:9][CH2:10][C:11]1[C:15]([CH2:16][O:17][C:18]2[CH:19]=[C:20]3[C:24](=[CH:25][CH:26]=2)[N:23]([CH2:27][C:28]2[CH:29]=[C:30]([CH:35]=[CH:36][CH:37]=2)[C:31]([OH:33])=[O:32])[CH:22]=[CH:21]3)=[C:14]([CH:38]([CH3:40])[CH3:39])[O:13][N:12]=1. The catalyst is CO. The reactants are [Cl:1][C:2]1[CH:7]=[CH:6][CH:5]=[C:4]([Cl:8])[C:3]=1[O:9][CH2:10][C:11]1[C:15]([CH2:16][O:17][C:18]2[CH:19]=[C:20]3[C:24](=[CH:25][CH:26]=2)[N:23]([CH2:27][C:28]2[CH:29]=[C:30]([CH:35]=[CH:36][CH:37]=2)[C:31]([O:33]C)=[O:32])[CH:22]=[CH:21]3)=[C:14]([CH:38]([CH3:40])[CH3:39])[O:13][N:12]=1.O1CCCC1.[OH-].[Na+]. (3) The reactants are Cl.[Cl:2][C:3]1[CH:8]=[CH:7][N:6]=[C:5]([C:9]([O:11]C)=O)[CH:4]=1.[NH2:13][CH2:14][CH2:15][N:16]1[CH2:21][CH2:20][O:19][CH2:18][CH2:17]1.O. The catalyst is C1COCC1. The product is [Cl:2][C:3]1[CH:8]=[CH:7][N:6]=[C:5]([C:9](=[O:11])[NH:13][CH2:14][CH2:15][N:16]2[CH2:21][CH2:20][O:19][CH2:18][CH2:17]2)[CH:4]=1. The yield is 0.950. (4) The reactants are [OH:1][CH:2]([CH2:18][N:19]1[CH2:24][CH2:23][O:22][CH2:21][CH2:20]1)[CH2:3][N:4]1[CH2:10][CH2:9][CH2:8][C:7]2[NH:11][C:12]([CH:15]=O)=[C:13]([CH3:14])[C:6]=2[C:5]1=[O:17].[F:25][C:26]1[CH:27]=[C:28]2[C:32](=[CH:33][CH:34]=1)[NH:31][C:30](=[O:35])[CH2:29]2.N1CCCCC1. The catalyst is C(O)C. The product is [F:25][C:26]1[CH:27]=[C:28]2[C:32](=[CH:33][CH:34]=1)[NH:31][C:30](=[O:35])/[C:29]/2=[CH:15]\[C:12]1[NH:11][C:7]2[CH2:8][CH2:9][CH2:10][N:4]([CH2:3][C@H:2]([OH:1])[CH2:18][N:19]3[CH2:20][CH2:21][O:22][CH2:23][CH2:24]3)[C:5](=[O:17])[C:6]=2[C:13]=1[CH3:14]. The yield is 0.570.